This data is from NCI-60 drug combinations with 297,098 pairs across 59 cell lines. The task is: Regression. Given two drug SMILES strings and cell line genomic features, predict the synergy score measuring deviation from expected non-interaction effect. Drug 1: C1C(C(OC1N2C=NC3=C(N=C(N=C32)Cl)N)CO)O. Drug 2: CC(C)CN1C=NC2=C1C3=CC=CC=C3N=C2N. Cell line: SNB-19. Synergy scores: CSS=45.5, Synergy_ZIP=-2.80, Synergy_Bliss=-4.33, Synergy_Loewe=-4.56, Synergy_HSA=-3.61.